From a dataset of Reaction yield outcomes from USPTO patents with 853,638 reactions. Predict the reaction yield, written as a fraction of the theoretical maximum amount of product (1.0 means a 100% yield; for example, 0.34 means a 34% yield). (1) The reactants are [CH3:1][S:2]([C:5]1[CH:10]=[CH:9][C:8]([C@H:11]2[CH2:16][C@H:15]([C:17]3[O:21][NH:20][C:19](=[O:22])[CH:18]=3)[CH2:14][CH2:13][N:12]2C(OC)=O)=[CH:7][CH:6]=1)(=[O:4])=[O:3].Br. No catalyst specified. The product is [CH3:1][S:2]([C:5]1[CH:10]=[CH:9][C:8]([C@H:11]2[CH2:16][C@H:15]([C:17]3[O:21][NH:20][C:19](=[O:22])[CH:18]=3)[CH2:14][CH2:13][NH:12]2)=[CH:7][CH:6]=1)(=[O:4])=[O:3]. The yield is 0.470. (2) The product is [C:1]([CH:3]1[CH2:6][N:5]([C:7](=[O:33])[C@H:8]([NH:12][C:13]([C:15]2[C:23]3[C:18](=[N:19][CH:20]=[C:21]([C:39]4[CH:40]=[CH:41][C:36]([C:35]([F:46])([F:45])[F:34])=[CH:37][CH:38]=4)[N:22]=3)[N:17]([CH2:25][O:26][CH2:27][CH2:28][Si:29]([CH3:32])([CH3:31])[CH3:30])[CH:16]=2)=[O:14])[CH:9]2[CH2:11][CH2:10]2)[CH2:4]1)#[N:2]. The catalyst is O1CCOCC1.O.[Cl-].[Cl-].C1(P([C-]2C=CC=C2)C2C=CC=CC=2)C=CC=CC=1.[C-]1(P(C2C=CC=CC=2)C2C=CC=CC=2)C=CC=C1.[Fe+2].[Pd+2].C(OCC)(=O)C. The reactants are [C:1]([CH:3]1[CH2:6][N:5]([C:7](=[O:33])[C@H:8]([NH:12][C:13]([C:15]2[C:23]3[C:18](=[N:19][CH:20]=[C:21](Br)[N:22]=3)[N:17]([CH2:25][O:26][CH2:27][CH2:28][Si:29]([CH3:32])([CH3:31])[CH3:30])[CH:16]=2)=[O:14])[CH:9]2[CH2:11][CH2:10]2)[CH2:4]1)#[N:2].[F:34][C:35]([F:46])([F:45])[C:36]1[CH:41]=[CH:40][C:39](B(O)O)=[CH:38][CH:37]=1.C(=O)([O-])[O-].[K+].[K+].C(=O)(O)[O-].[Na+]. The yield is 0.660. (3) The reactants are [CH3:1][C:2]1[CH:3]=[CH:4][CH:5]=[C:6]2[C:11]=1[CH:10]=[N+:9]([O-])[CH:8]=[CH:7]2.CC(OC(C)=O)=[O:15]. No catalyst specified. The product is [CH3:1][C:2]1[CH:3]=[CH:4][CH:5]=[C:6]2[C:11]=1[C:10](=[O:15])[NH:9][CH:8]=[CH:7]2. The yield is 0.710. (4) The reactants are [NH2:1][C:2]1[N:7]=[C:6](Cl)[CH:5]=[C:4]([Cl:9])[N:3]=1.[CH3:10][O:11][C:12]1[CH:19]=[CH:18][C:15]([NH:16][CH3:17])=[CH:14][CH:13]=1.Cl.C([O-])([O-])=O.[Na+].[Na+]. The catalyst is C(O)(C)C.O.ClCCl. The product is [Cl:9][C:4]1[N:3]=[C:2]([NH2:1])[N:7]=[C:6]([N:16]([C:15]2[CH:18]=[CH:19][C:12]([O:11][CH3:10])=[CH:13][CH:14]=2)[CH3:17])[CH:5]=1. The yield is 0.500. (5) The reactants are [CH2:1](Br)[C:2]1[CH:7]=[CH:6][CH:5]=[CH:4][CH:3]=1.CCN(C(C)C)C(C)C.[OH:18][C:19]1[C:23]([OH:24])=[C:22]([C:25]([O:27][CH2:28][CH3:29])=[O:26])[N:21]([C:30]2[CH:35]=[CH:34][C:33]([O:36][CH3:37])=[CH:32][CH:31]=2)[C:20]=1[C:38]([O:40][CH2:41][CH3:42])=[O:39]. The catalyst is CCO. The product is [CH2:1]([O:18][C:19]1[C:23]([OH:24])=[C:22]([C:25]([O:27][CH2:28][CH3:29])=[O:26])[N:21]([C:30]2[CH:35]=[CH:34][C:33]([O:36][CH3:37])=[CH:32][CH:31]=2)[C:20]=1[C:38]([O:40][CH2:41][CH3:42])=[O:39])[C:2]1[CH:7]=[CH:6][CH:5]=[CH:4][CH:3]=1. The yield is 0.370. (6) The reactants are Cl[C:2]1[N:11]=[C:10]([NH:12][CH2:13][CH:14]([N:21]2[CH2:26][CH2:25][N:24]([CH3:27])[CH2:23][CH2:22]2)[C:15]2[CH:20]=[CH:19][CH:18]=[CH:17][CH:16]=2)[C:9]2[C:4](=[CH:5][CH:6]=[CH:7][CH:8]=2)[N:3]=1.CC1(C)C(C)(C)OB([C:36]2[CH:37]=[N:38][C:39]([NH2:42])=[N:40][CH:41]=2)O1.N1C=CN2C=C(C3N=C(NCC(C4C=CC=CC=4)C4NC=CC=4)C4C(=CC=CC=4)N=3)C=CC=12. No catalyst specified. The product is [NH2:42][C:39]1[N:40]=[CH:41][C:36]([C:2]2[N:11]=[C:10]([NH:12][CH2:13][CH:14]([N:21]3[CH2:26][CH2:25][N:24]([CH3:27])[CH2:23][CH2:22]3)[C:15]3[CH:20]=[CH:19][CH:18]=[CH:17][CH:16]=3)[C:9]3[C:4](=[CH:5][CH:6]=[CH:7][CH:8]=3)[N:3]=2)=[CH:37][N:38]=1. The yield is 0.600. (7) The reactants are C([O:8][C:9]1[CH:14]=[CH:13][C:12]([N:15]([C:20]2[C:39]([CH:40]3[CH2:42][CH2:41]3)=[CH:38][C:23]3[C:24]([C:34]([NH:36][CH3:37])=[O:35])=[C:25]([C:27]4[CH:32]=[CH:31][C:30]([F:33])=[CH:29][CH:28]=4)[O:26][C:22]=3[CH:21]=2)[S:16]([CH3:19])(=[O:18])=[O:17])=[CH:11][C:10]=1[Cl:43])C1C=CC=CC=1.B(Cl)(Cl)Cl.C(Cl)Cl. The catalyst is C(Cl)Cl.CCOC(C)=O. The product is [Cl:43][C:10]1[CH:11]=[C:12]([N:15]([C:20]2[C:39]([CH:40]3[CH2:42][CH2:41]3)=[CH:38][C:23]3[C:24]([C:34]([NH:36][CH3:37])=[O:35])=[C:25]([C:27]4[CH:28]=[CH:29][C:30]([F:33])=[CH:31][CH:32]=4)[O:26][C:22]=3[CH:21]=2)[S:16]([CH3:19])(=[O:18])=[O:17])[CH:13]=[CH:14][C:9]=1[OH:8]. The yield is 0.370.